From a dataset of NCI-60 drug combinations with 297,098 pairs across 59 cell lines. Regression. Given two drug SMILES strings and cell line genomic features, predict the synergy score measuring deviation from expected non-interaction effect. (1) Drug 1: CC1CCC2CC(C(=CC=CC=CC(CC(C(=O)C(C(C(=CC(C(=O)CC(OC(=O)C3CCCCN3C(=O)C(=O)C1(O2)O)C(C)CC4CCC(C(C4)OC)O)C)C)O)OC)C)C)C)OC. Drug 2: CS(=O)(=O)OCCCCOS(=O)(=O)C. Cell line: RPMI-8226. Synergy scores: CSS=30.7, Synergy_ZIP=-2.89, Synergy_Bliss=2.28, Synergy_Loewe=-9.61, Synergy_HSA=2.63. (2) Synergy scores: CSS=-2.13, Synergy_ZIP=2.48, Synergy_Bliss=4.69, Synergy_Loewe=0.309, Synergy_HSA=0.881. Drug 1: C1CCN(CC1)CCOC2=CC=C(C=C2)C(=O)C3=C(SC4=C3C=CC(=C4)O)C5=CC=C(C=C5)O. Drug 2: C1=NC(=NC(=O)N1C2C(C(C(O2)CO)O)O)N. Cell line: M14.